From a dataset of Forward reaction prediction with 1.9M reactions from USPTO patents (1976-2016). Predict the product of the given reaction. (1) Given the reactants Br[C:2]1[S:3][C:4]([C:7]2[CH:12]=[CH:11][C:10]([O:13][CH:14]([CH3:16])[CH3:15])=[C:9]([Cl:17])[CH:8]=2)=[N:5][N:6]=1.C([O-])([O-])=O.[Cs+].[Cs+].[N:24]1[NH:25][CH:26]=[C:27]2[CH2:33][CH2:32][N:31]([C:34]([O:36][C:37]([CH3:40])([CH3:39])[CH3:38])=[O:35])[CH2:30][CH2:29][C:28]=12, predict the reaction product. The product is: [Cl:17][C:9]1[CH:8]=[C:7]([C:4]2[S:3][C:2]([N:25]3[CH:26]=[C:27]4[C:28]([CH2:29][CH2:30][N:31]([C:34]([O:36][C:37]([CH3:40])([CH3:39])[CH3:38])=[O:35])[CH2:32][CH2:33]4)=[N:24]3)=[N:6][N:5]=2)[CH:12]=[CH:11][C:10]=1[O:13][CH:14]([CH3:16])[CH3:15].[Cl:17][C:9]1[CH:8]=[C:7]([C:4]2[S:3][C:2]([N:24]3[C:28]4[CH2:29][CH2:30][N:31]([C:34]([O:36][C:37]([CH3:40])([CH3:39])[CH3:38])=[O:35])[CH2:32][CH2:33][C:27]=4[CH:26]=[N:25]3)=[N:6][N:5]=2)[CH:12]=[CH:11][C:10]=1[O:13][CH:14]([CH3:16])[CH3:15]. (2) Given the reactants Cl.CS([NH:6][NH:7][C:8]1[CH:13]=[CH:12][CH:11]=[CH:10][CH:9]=1)(=O)=O.[CH3:14][NH:15][S:16]([C:19]1[CH:20]=[C:21]2[C:25](=[CH:26][CH:27]=1)[NH:24][C:23](=[O:28])[C:22]2=[O:29])(=[O:18])=[O:17], predict the reaction product. The product is: [CH3:14][NH:15][S:16]([C:19]1[CH:20]=[C:21]2[C:25](=[CH:26][CH:27]=1)[NH:24][C:23](=[O:28])[C:22]2=[O:29])(=[O:18])=[O:17].[CH3:14][NH:15][S:16]([C:19]1[CH:20]=[C:21]2[C:25](=[CH:26][CH:27]=1)[NH:24][C:23](=[O:28])[C:22]2=[N:6][NH:7][C:8]1[CH:9]=[CH:10][C:11]([S:16](=[O:18])(=[O:17])[NH:15][CH3:14])=[CH:12][CH:13]=1)(=[O:18])=[O:17]. (3) Given the reactants [C:1]([C:3]1[CH:4]=[C:5]([NH:9][C:10](=[O:33])[NH:11][C:12]2[CH:17]=[CH:16][C:15]([S:18]([NH:21][CH2:22][C:23]3[CH:28]=[CH:27][C:26]([S:29](=[O:32])(=[O:31])[NH2:30])=[CH:25][CH:24]=3)(=[O:20])=[O:19])=[CH:14][CH:13]=2)[CH:6]=[CH:7][CH:8]=1)#[N:2].[OH:34][CH:35]1[CH2:40][CH2:39][NH:38][CH2:37][CH2:36]1, predict the reaction product. The product is: [OH:34][CH:35]1[CH2:40][CH2:39][N:38]([C:1](=[NH:2])[C:3]2[CH:4]=[C:5]([NH:9][C:10](=[O:33])[NH:11][C:12]3[CH:17]=[CH:16][C:15]([S:18]([NH:21][CH2:22][C:23]4[CH:28]=[CH:27][C:26]([S:29](=[O:31])(=[O:32])[NH2:30])=[CH:25][CH:24]=4)(=[O:20])=[O:19])=[CH:14][CH:13]=3)[CH:6]=[CH:7][CH:8]=2)[CH2:37][CH2:36]1. (4) Given the reactants [NH2:1][C:2]1[CH:23]=[CH:22][C:5]2[N:6]([CH:9]([C:16]3[CH:21]=[CH:20][CH:19]=[CH:18][CH:17]=3)[CH2:10][C:11]([O:13][CH2:14][CH3:15])=[O:12])[CH:7]=[N:8][C:4]=2[CH:3]=1.C(N(CC)CC)C.[N+:31]([C:34]1[CH:42]=[CH:41][C:37]([C:38](Cl)=[O:39])=[CH:36][CH:35]=1)([O-:33])=[O:32], predict the reaction product. The product is: [N+:31]([C:34]1[CH:35]=[CH:36][C:37]([C:38]([NH:1][C:2]2[CH:23]=[CH:22][C:5]3[N:6]([CH:9]([C:16]4[CH:17]=[CH:18][CH:19]=[CH:20][CH:21]=4)[CH2:10][C:11]([O:13][CH2:14][CH3:15])=[O:12])[CH:7]=[N:8][C:4]=3[CH:3]=2)=[O:39])=[CH:41][CH:42]=1)([O-:33])=[O:32]. (5) Given the reactants COC(=O)[C@H:4]([N:7]([C:17](=[O:28])[C@@H:18]([NH:20][C:21](OC(C)(C)C)=[O:22])[CH3:19])[CH2:8][C:9]1[CH:14]=[CH:13][C:12]([O:15][CH3:16])=[CH:11][CH:10]=1)[CH2:5][CH3:6].C(O)(C(F)(F)F)=O, predict the reaction product. The product is: [CH2:5]([C@H:4]1[N:7]([CH2:8][C:9]2[CH:14]=[CH:13][C:12]([O:15][CH3:16])=[CH:11][CH:10]=2)[C:17](=[O:28])[C@H:18]([CH3:19])[NH:20][C:21]1=[O:22])[CH3:6]. (6) Given the reactants [N+:1]([C:4]1[CH:5]=[C:6]([S:10]([NH:13][CH2:14][C:15]([F:18])([F:17])[F:16])(=[O:12])=[O:11])[CH:7]=[CH:8][CH:9]=1)([O-])=O.S(S([O-])=O)([O-])=O.[Na+].[Na+].COC(O)C.Cl.C(=O)([O-])[O-].[Na+].[Na+], predict the reaction product. The product is: [NH2:1][C:4]1[CH:5]=[C:6]([S:10]([NH:13][CH2:14][C:15]([F:18])([F:16])[F:17])(=[O:12])=[O:11])[CH:7]=[CH:8][CH:9]=1. (7) Given the reactants C([NH:5][S:6]([C:9]1([C:12]([OH:14])=O)[CH2:11][CH2:10]1)(=[O:8])=[O:7])(C)(C)C.C(O)(C(F)(F)F)=O.C(Cl)[Cl:23], predict the reaction product. The product is: [S:6]([C:9]1([C:12]([Cl:23])=[O:14])[CH2:11][CH2:10]1)(=[O:8])(=[O:7])[NH2:5]. (8) Given the reactants [Cl:1][CH2:2][CH2:3][C:4]([C:20]1[CH:25]=[CH:24][C:23](/[CH:26]=[CH:27]/[C:28]([O:30][CH2:31]C)=O)=[CH:22][CH:21]=1)=[C:5]([C:13]1[CH:18]=[CH:17][C:16]([OH:19])=[CH:15][CH:14]=1)[C:6]1[CH:11]=[CH:10][C:9]([OH:12])=[CH:8][CH:7]=1.O1C=CC(B(O)O)=C1, predict the reaction product. The product is: [Cl:1][CH2:2][CH2:3][C:4]([C:20]1[CH:21]=[CH:22][C:23]([C:26]2[CH:27]=[CH:28][O:30][CH:31]=2)=[CH:24][CH:25]=1)=[C:5]([C:6]1[CH:7]=[CH:8][C:9]([OH:12])=[CH:10][CH:11]=1)[C:13]1[CH:14]=[CH:15][C:16]([OH:19])=[CH:17][CH:18]=1. (9) Given the reactants [CH2:1]([CH:8]([CH2:14][NH:15][C:16]([O:18][C:19]([CH3:22])([CH3:21])[CH3:20])=[O:17])[C:9]([O:11]CC)=[O:10])[C:2]1[CH:7]=[CH:6][CH:5]=[CH:4][CH:3]=1.[OH-].[Na+].Cl, predict the reaction product. The product is: [CH2:1]([CH:8]([CH2:14][NH:15][C:16]([O:18][C:19]([CH3:22])([CH3:21])[CH3:20])=[O:17])[C:9]([OH:11])=[O:10])[C:2]1[CH:3]=[CH:4][CH:5]=[CH:6][CH:7]=1.